From a dataset of Full USPTO retrosynthesis dataset with 1.9M reactions from patents (1976-2016). Predict the reactants needed to synthesize the given product. Given the product [OH:66][CH2:65][CH:64]([NH:63][C:28]([C:23]1[CH:22]=[C:21]2[C:26]([CH:27]=[C:19]([C:6]3[C:5]4[CH2:4][CH2:3][C:2]([CH3:39])([CH3:1])[CH2:10][C:9]=4[N:8]([CH2:11][O:12][CH2:13][CH2:14][Si:15]([CH3:17])([CH3:16])[CH3:18])[N:7]=3)[N:20]2[CH2:31][O:32][CH2:33][CH2:34][Si:35]([CH3:36])([CH3:38])[CH3:37])=[CH:25][CH:24]=1)=[O:29])[CH3:67], predict the reactants needed to synthesize it. The reactants are: [CH3:1][C:2]1([CH3:39])[CH2:10][C:9]2[N:8]([CH2:11][O:12][CH2:13][CH2:14][Si:15]([CH3:18])([CH3:17])[CH3:16])[N:7]=[C:6]([C:19]3[N:20]([CH2:31][O:32][CH2:33][CH2:34][Si:35]([CH3:38])([CH3:37])[CH3:36])[C:21]4[C:26]([CH:27]=3)=[CH:25][CH:24]=[C:23]([C:28](O)=[O:29])[CH:22]=4)[C:5]=2[CH2:4][CH2:3]1.O.ON1C2C=CC=CC=2N=N1.Cl.C(N=C=NCCCN(C)C)C.[NH2:63][CH:64]([CH3:67])[CH2:65][OH:66].